From a dataset of Forward reaction prediction with 1.9M reactions from USPTO patents (1976-2016). Predict the product of the given reaction. (1) Given the reactants [Cl:1][C:2]1[CH:3]=[C:4]([C:9]2[CH:14]=[C:13]([C:15]([F:18])([F:17])[F:16])[N:12]3[N:19]=[CH:20][C:21]([C:22](O)=[O:23])=[C:11]3[N:10]=2)[CH:5]=[CH:6][C:7]=1[Cl:8].[NH2:25][C:26]1[CH:35]=[CH:34][C:29]([C:30]([NH:32]O)=[NH:31])=[CH:28][N:27]=1, predict the reaction product. The product is: [Cl:1][C:2]1[CH:3]=[C:4]([C:9]2[CH:14]=[C:13]([C:15]([F:16])([F:18])[F:17])[N:12]3[N:19]=[CH:20][C:21]([C:22]4[O:23][N:32]=[C:30]([C:29]5[CH:34]=[CH:35][C:26]([NH2:25])=[N:27][CH:28]=5)[N:31]=4)=[C:11]3[N:10]=2)[CH:5]=[CH:6][C:7]=1[Cl:8]. (2) Given the reactants Cl.Cl[CH2:3][C:4]1[N:8]2[CH:9]=[C:10]([F:13])[CH:11]=[CH:12][C:7]2=[N:6][C:5]=1[C:14]1[CH:19]=[CH:18][C:17]([Cl:20])=[CH:16][CH:15]=1.[CH3:21][C:22]1[NH:27][C:26](=[O:28])[CH:25]=[CH:24][CH:23]=1, predict the reaction product. The product is: [Cl:20][C:17]1[CH:18]=[CH:19][C:14]([C:5]2[N:6]=[C:7]3[CH:12]=[CH:11][C:10]([F:13])=[CH:9][N:8]3[C:4]=2[CH2:3][N:27]2[C:22]([CH3:21])=[CH:23][CH:24]=[CH:25][C:26]2=[O:28])=[CH:15][CH:16]=1. (3) Given the reactants C([O:3][C:4](=O)[CH2:5][CH2:6][C:7]1[CH:8]=[N:9][C:10]([C:13]2[CH:18]=[CH:17][CH:16]=[CH:15][C:14]=2[F:19])=[CH:11][CH:12]=1)C.[BH4-].[Li+].O, predict the reaction product. The product is: [F:19][C:14]1[CH:15]=[CH:16][CH:17]=[CH:18][C:13]=1[C:10]1[N:9]=[CH:8][C:7]([CH2:6][CH2:5][CH2:4][OH:3])=[CH:12][CH:11]=1. (4) Given the reactants [F:1][C:2]1[CH:3]=[C:4]([CH2:20][OH:21])[CH:5]=[C:6]([F:19])[C:7]=1[O:8][C:9]1[CH:14]=[CH:13][CH:12]=[C:11]([C:15]([F:18])([F:17])[F:16])[CH:10]=1.Cl[C:23]1[CH:34]=[C:27]2[N:28]([CH3:33])[C@@H:29]([CH3:32])[CH2:30][CH2:31][N:26]2[C:25](=[O:35])[N:24]=1, predict the reaction product. The product is: [F:1][C:2]1[CH:3]=[C:4]([CH:5]=[C:6]([F:19])[C:7]=1[O:8][C:9]1[CH:14]=[CH:13][CH:12]=[C:11]([C:15]([F:17])([F:18])[F:16])[CH:10]=1)[CH2:20][O:21][C:23]1[CH:34]=[C:27]2[N:28]([CH3:33])[C@@H:29]([CH3:32])[CH2:30][CH2:31][N:26]2[C:25](=[O:35])[N:24]=1. (5) Given the reactants [O:1]1[CH:5]=[CH:4][CH:3]=[C:2]1[C:6]1[O:7][C:8]([CH3:37])=[C:9]([CH2:11][O:12][C:13]2[CH:34]=[CH:33][C:16]([CH2:17][O:18][C:19]3[C:24]([CH:25]=O)=[CH:23][N:22]=[C:21]([C:27]4[CH:32]=[CH:31][CH:30]=[CH:29][CH:28]=4)[N:20]=3)=[CH:15][C:14]=2[O:35][CH3:36])[N:10]=1.[CH2:38](P(=O)(OCC)OCC)[P:39](=[O:46])([O:43][CH2:44][CH3:45])[O:40][CH2:41][CH3:42].[H-].[Na+].Cl, predict the reaction product. The product is: [O:1]1[CH:5]=[CH:4][CH:3]=[C:2]1[C:6]1[O:7][C:8]([CH3:37])=[C:9]([CH2:11][O:12][C:13]2[CH:34]=[CH:33][C:16]([CH2:17][O:18][C:19]3[C:24](/[CH:25]=[CH:38]\[P:39](=[O:46])([O:43][CH2:44][CH3:45])[O:40][CH2:41][CH3:42])=[CH:23][N:22]=[C:21]([C:27]4[CH:28]=[CH:29][CH:30]=[CH:31][CH:32]=4)[N:20]=3)=[CH:15][C:14]=2[O:35][CH3:36])[N:10]=1. (6) The product is: [C:11]([O:10][C:8]([N:5]1[CH2:4][CH:3]=[C:2]([C:15]2[CH:20]=[C:19]([C:21]([F:24])([F:23])[F:22])[CH:18]=[CH:17][N:16]=2)[CH2:7][CH2:6]1)=[O:9])([CH3:14])([CH3:12])[CH3:13]. Given the reactants O[C:2]1([C:15]2[CH:20]=[C:19]([C:21]([F:24])([F:23])[F:22])[CH:18]=[CH:17][N:16]=2)[CH2:7][CH2:6][N:5]([C:8]([O:10][C:11]([CH3:14])([CH3:13])[CH3:12])=[O:9])[CH2:4][CH2:3]1.S(Cl)(Cl)=O, predict the reaction product. (7) Given the reactants [OH-].[Na+].[CH3:3][O:4][C:5]1[CH:21]=[CH:20][C:8]([CH2:9][N:10]2[CH:14]=[C:13]([C:15]([O:17]CC)=[O:16])[CH:12]=[N:11]2)=[CH:7][CH:6]=1, predict the reaction product. The product is: [CH3:3][O:4][C:5]1[CH:6]=[CH:7][C:8]([CH2:9][N:10]2[CH:14]=[C:13]([C:15]([OH:17])=[O:16])[CH:12]=[N:11]2)=[CH:20][CH:21]=1. (8) Given the reactants [OH:1][N:2]1[C:6](=[O:7])[C:5]2=[CH:8][CH:9]=[CH:10][CH:11]=[C:4]2[C:3]1=[O:12].C(=O)([O-])[O-].[K+].[K+].[CH2:19]([N:21]([CH2:24][CH2:25]Cl)[CH2:22][CH3:23])[CH3:20].O, predict the reaction product. The product is: [CH2:19]([N:21]([CH2:24][CH2:25][O:1][N:2]1[C:3](=[O:12])[C:4]2=[CH:11][CH:10]=[CH:9][CH:8]=[C:5]2[C:6]1=[O:7])[CH2:22][CH3:23])[CH3:20]. (9) The product is: [F:12][C:13]1[CH:14]=[C:15]2[C:20](=[CH:21][C:22]=1[O:3][CH2:4][CH2:5][N:6]1[CH2:11][CH2:10][O:9][CH2:8][CH2:7]1)[N:19]=[C:18]([CH3:29])[NH:17][C:16]2=[O:30]. Given the reactants [H-].[Na+].[OH:3][CH2:4][CH2:5][N:6]1[CH2:11][CH2:10][O:9][CH2:8][CH2:7]1.[F:12][C:13]1[CH:14]=[C:15]2[C:20](=[CH:21][C:22]=1N1CCOCC1)[N:19]=[C:18]([CH3:29])[NH:17][C:16]2=[O:30], predict the reaction product. (10) The product is: [Cl:3][C:4]1[N:9]=[C:8]([O:10][C:11]2[CH:20]=[CH:19][C:18]([NH2:21])=[C:17]3[C:12]=2[CH:13]=[CH:14][CH:15]=[N:16]3)[CH:7]=[CH:6][N:5]=1. Given the reactants [NH4+].[Cl-].[Cl:3][C:4]1[N:9]=[C:8]([O:10][C:11]2[CH:20]=[CH:19][C:18]([N+:21]([O-])=O)=[C:17]3[C:12]=2[CH:13]=[CH:14][CH:15]=[N:16]3)[CH:7]=[CH:6][N:5]=1, predict the reaction product.